This data is from Forward reaction prediction with 1.9M reactions from USPTO patents (1976-2016). The task is: Predict the product of the given reaction. (1) Given the reactants [K].Cl[C:3]1[CH:4]=[CH:5][C:6]([N+:11]([O-:13])=[O:12])=[C:7]([O:9][CH3:10])[CH:8]=1.[C:14]1(B(O)O)[CH:19]=[CH:18][CH:17]=[CH:16][CH:15]=1, predict the reaction product. The product is: [CH3:10][O:9][C:7]1[CH:8]=[C:3]([C:14]2[CH:19]=[CH:18][CH:17]=[CH:16][CH:15]=2)[CH:4]=[CH:5][C:6]=1[N+:11]([O-:13])=[O:12]. (2) Given the reactants [CH:1]([C:3]1[CH:4]=[C:5]2[C:9](=[CH:10][CH:11]=1)[NH:8][C:7]([C:12]([NH2:14])=[O:13])=[C:6]2[S:15][C:16]1[CH:21]=[CH:20][CH:19]=[CH:18][CH:17]=1)=O.Cl.[CH3:23][NH2:24], predict the reaction product. The product is: [CH3:23][NH:24][CH2:1][C:3]1[CH:4]=[C:5]2[C:9](=[CH:10][CH:11]=1)[NH:8][C:7]([C:12]([NH2:14])=[O:13])=[C:6]2[S:15][C:16]1[CH:21]=[CH:20][CH:19]=[CH:18][CH:17]=1.